Regression/Classification. Given a drug SMILES string, predict its absorption, distribution, metabolism, or excretion properties. Task type varies by dataset: regression for continuous measurements (e.g., permeability, clearance, half-life) or binary classification for categorical outcomes (e.g., BBB penetration, CYP inhibition). Dataset: cyp3a4_veith. From a dataset of CYP3A4 inhibition data for predicting drug metabolism from PubChem BioAssay. (1) The molecule is N#Cc1ccc(CN2CCC3(CCNCC3)CC2)cc1. The result is 0 (non-inhibitor). (2) The molecule is NOCC(=O)O. The result is 0 (non-inhibitor). (3) The molecule is COc1ccccc1-c1ccc2ncnc(NC3CC3)c2c1. The result is 1 (inhibitor).